Predict the product of the given reaction. From a dataset of Forward reaction prediction with 1.9M reactions from USPTO patents (1976-2016). (1) Given the reactants [NH2:1][C:2]1[CH:7]=[C:6]([N:8]2[CH2:13][CH2:12][O:11][CH2:10][CH2:9]2)[N:5]=[CH:4][C:3]=1[C:14]1[CH:15]=[C:16]([CH:19]=[CH:20][CH:21]=1)[C:17]#[N:18].Cl[C:23]1[C:32]2[C:27](=[CH:28][C:29]([F:33])=[CH:30][CH:31]=2)[N:26]=[C:25]([C:34]2[CH:39]=[CH:38][CH:37]=[CH:36][N:35]=2)[C:24]=1[CH3:40].C1(P(C2CCCCC2)C2C=CC=CC=2C2C(C(C)C)=CC(C(C)C)=CC=2C(C)C)CCCCC1.CC(C)([O-])C.[Na+], predict the reaction product. The product is: [F:33][C:29]1[CH:28]=[C:27]2[C:32]([C:23]([NH:1][C:2]3[CH:7]=[C:6]([N:8]4[CH2:13][CH2:12][O:11][CH2:10][CH2:9]4)[N:5]=[CH:4][C:3]=3[C:14]3[CH:15]=[C:16]([CH:19]=[CH:20][CH:21]=3)[C:17]#[N:18])=[C:24]([CH3:40])[C:25]([C:34]3[CH:39]=[CH:38][CH:37]=[CH:36][N:35]=3)=[N:26]2)=[CH:31][CH:30]=1. (2) Given the reactants [N+:1]([C:4]1[CH:5]=[C:6]2[C:10](=[CH:11][CH:12]=1)[NH:9][N:8]=[CH:7]2)([O-:3])=[O:2].[F:13][C:14]([F:29])([F:28])[C:15]1[CH:16]=[C:17]([C:21]2[O:25][N:24]=[C:23]([CH2:26]Cl)[N:22]=2)[CH:18]=[CH:19][CH:20]=1, predict the reaction product. The product is: [N+:1]([C:4]1[CH:5]=[C:6]2[C:10](=[CH:11][CH:12]=1)[N:9]([CH2:26][C:23]1[N:22]=[C:21]([C:17]3[CH:18]=[CH:19][CH:20]=[C:15]([C:14]([F:29])([F:13])[F:28])[CH:16]=3)[O:25][N:24]=1)[N:8]=[CH:7]2)([O-:3])=[O:2].